Predict the product of the given reaction. From a dataset of Forward reaction prediction with 1.9M reactions from USPTO patents (1976-2016). (1) Given the reactants [CH2:1]([O:3][C:4](=[O:24])[CH2:5][C@@H:6]([NH:13][C:14]1[C:19]([NH2:20])=[CH:18][N:17]=[C:16]([CH:21]2[CH2:23][CH2:22]2)[N:15]=1)[C:7]1[CH:12]=[CH:11][CH:10]=[CH:9][CH:8]=1)[CH3:2].C1N=CN([C:30](N2C=NC=C2)=[O:31])C=1, predict the reaction product. The product is: [CH2:1]([O:3][C:4](=[O:24])[CH2:5][C@@H:6]([N:13]1[C:30](=[O:31])[NH:20][C:19]2[C:14]1=[N:15][C:16]([CH:21]1[CH2:22][CH2:23]1)=[N:17][CH:18]=2)[C:7]1[CH:8]=[CH:9][CH:10]=[CH:11][CH:12]=1)[CH3:2]. (2) Given the reactants C(O[C:6]([NH:8][C@H:9]([CH2:15][C:16]1[CH:21]=[CH:20][CH:19]=[CH:18][CH:17]=1)[C@@H:10]([OH:14])[C:11]([OH:13])=[O:12])=[O:7])(C)(C)C.C([CH2:25][CH2:26][CH2:27][C:28]1[CH:36]=[CH:35][CH:34]=[CH:33][C:29]=1[C:30]([OH:32])=[O:31])(O)=O.CCN(C(C)C)C(C)C.CN(C(ON1N=N[C:56]2[CH:57]=[CH:58]C=N[C:55]1=2)=[N+](C)C)C.F[P-](F)(F)(F)(F)F, predict the reaction product. The product is: [CH2:15]([C@@H:9]([NH:8][C:6]([CH2:25][CH2:26][CH2:27][C:28]1[CH:36]=[CH:35][CH:34]=[CH:33][C:29]=1[C:30]([OH:32])=[O:31])=[O:7])[C@H:10]([C:11]([O:13][CH2:55][CH2:56][CH2:57][CH3:58])=[O:12])[OH:14])[C:16]1[CH:17]=[CH:18][CH:19]=[CH:20][CH:21]=1. (3) The product is: [CH2:14]([N:10]1[CH:11]=[C:7]([C:1]2[CH:2]=[CH:3][CH:4]=[CH:5][CH:6]=2)[N:8]=[CH:9]1)[CH2:15][C:16]1[CH:21]=[CH:20][CH:19]=[CH:18][CH:17]=1. Given the reactants [C:1]1([C:7]2[N:8]=[CH:9][NH:10][CH:11]=2)[CH:6]=[CH:5][CH:4]=[CH:3][CH:2]=1.[H-].[Na+].[CH2:14](OS(C)(=O)=O)[CH2:15][C:16]1[CH:21]=[CH:20][CH:19]=[CH:18][CH:17]=1.O, predict the reaction product. (4) The product is: [C:3]([C:5]1[CH:10]=[CH:9][CH:8]=[CH:7][C:6]=1[C:11]1[CH:16]=[CH:15][C:14]([CH2:17][N:18]2[C:19]3[C:20]([C:21]([O:23][CH2:24][CH3:25])=[O:22])=[CH:26][CH:27]=[CH:28][C:29]=3[N:30]=[C:31]2[NH:33][CH2:34][CH3:35])=[CH:13][CH:12]=1)#[N:4]. Given the reactants CI.[C:3]([C:5]1[CH:10]=[CH:9][CH:8]=[CH:7][C:6]=1[C:11]1[CH:16]=[CH:15][C:14]([CH2:17][NH:18][C:19]2[C:29]([NH:30][C:31]([NH:33][CH2:34][CH3:35])=S)=[CH:28][CH:27]=[CH:26][C:20]=2[C:21]([O:23][CH2:24][CH3:25])=[O:22])=[CH:13][CH:12]=1)#[N:4].Cl, predict the reaction product. (5) Given the reactants [CH3:1][O:2][C:3]([C:5]1[S:6][C:7]([C:20]#[C:21][C:22]([CH3:25])([CH3:24])[CH3:23])=[CH:8][C:9]=1[NH:10][C:11]([C@H:13]1[CH2:18][CH2:17][C@H:16]([CH3:19])[CH2:15][CH2:14]1)=[O:12])=[O:4].[H-].[Na+].Br[CH2:29][C:30]([O:32][C:33]([CH3:36])([CH3:35])[CH3:34])=[O:31], predict the reaction product. The product is: [CH3:1][O:2][C:3]([C:5]1[S:6][C:7]([C:20]#[C:21][C:22]([CH3:24])([CH3:23])[CH3:25])=[CH:8][C:9]=1[N:10]([CH2:29][C:30]([O:32][C:33]([CH3:36])([CH3:35])[CH3:34])=[O:31])[C:11]([C@H:13]1[CH2:14][CH2:15][C@H:16]([CH3:19])[CH2:17][CH2:18]1)=[O:12])=[O:4].